Dataset: NCI-60 drug combinations with 297,098 pairs across 59 cell lines. Task: Regression. Given two drug SMILES strings and cell line genomic features, predict the synergy score measuring deviation from expected non-interaction effect. (1) Drug 1: CC(C1=C(C=CC(=C1Cl)F)Cl)OC2=C(N=CC(=C2)C3=CN(N=C3)C4CCNCC4)N. Drug 2: C1=C(C(=O)NC(=O)N1)N(CCCl)CCCl. Cell line: BT-549. Synergy scores: CSS=23.3, Synergy_ZIP=4.89, Synergy_Bliss=4.40, Synergy_Loewe=-0.464, Synergy_HSA=0.984. (2) Drug 1: CC1=C(C=C(C=C1)NC(=O)C2=CC=C(C=C2)CN3CCN(CC3)C)NC4=NC=CC(=N4)C5=CN=CC=C5. Drug 2: CCCCCOC(=O)NC1=NC(=O)N(C=C1F)C2C(C(C(O2)C)O)O. Cell line: HCT116. Synergy scores: CSS=-4.98, Synergy_ZIP=0.555, Synergy_Bliss=-5.05, Synergy_Loewe=-12.2, Synergy_HSA=-12.5. (3) Drug 1: CN1C(=O)N2C=NC(=C2N=N1)C(=O)N. Drug 2: CS(=O)(=O)CCNCC1=CC=C(O1)C2=CC3=C(C=C2)N=CN=C3NC4=CC(=C(C=C4)OCC5=CC(=CC=C5)F)Cl. Cell line: K-562. Synergy scores: CSS=-25.5, Synergy_ZIP=12.0, Synergy_Bliss=6.02, Synergy_Loewe=-21.0, Synergy_HSA=-18.3. (4) Drug 1: CC1C(C(=O)NC(C(=O)N2CCCC2C(=O)N(CC(=O)N(C(C(=O)O1)C(C)C)C)C)C(C)C)NC(=O)C3=C4C(=C(C=C3)C)OC5=C(C(=O)C(=C(C5=N4)C(=O)NC6C(OC(=O)C(N(C(=O)CN(C(=O)C7CCCN7C(=O)C(NC6=O)C(C)C)C)C)C(C)C)C)N)C. Drug 2: CC1=CC=C(C=C1)C2=CC(=NN2C3=CC=C(C=C3)S(=O)(=O)N)C(F)(F)F. Cell line: RXF 393. Synergy scores: CSS=1.91, Synergy_ZIP=0.277, Synergy_Bliss=3.62, Synergy_Loewe=1.51, Synergy_HSA=1.99. (5) Drug 1: CCC1(CC2CC(C3=C(CCN(C2)C1)C4=CC=CC=C4N3)(C5=C(C=C6C(=C5)C78CCN9C7C(C=CC9)(C(C(C8N6C=O)(C(=O)OC)O)OC(=O)C)CC)OC)C(=O)OC)O.OS(=O)(=O)O. Drug 2: CCC1(C2=C(COC1=O)C(=O)N3CC4=CC5=C(C=CC(=C5CN(C)C)O)N=C4C3=C2)O.Cl. Cell line: SK-MEL-28. Synergy scores: CSS=22.3, Synergy_ZIP=-6.36, Synergy_Bliss=-1.25, Synergy_Loewe=-6.22, Synergy_HSA=-1.17. (6) Drug 1: CC1CCC2CC(C(=CC=CC=CC(CC(C(=O)C(C(C(=CC(C(=O)CC(OC(=O)C3CCCCN3C(=O)C(=O)C1(O2)O)C(C)CC4CCC(C(C4)OC)OCCO)C)C)O)OC)C)C)C)OC. Drug 2: C(CN)CNCCSP(=O)(O)O. Cell line: NCI-H322M. Synergy scores: CSS=8.36, Synergy_ZIP=-2.25, Synergy_Bliss=0.505, Synergy_Loewe=-22.5, Synergy_HSA=-0.315. (7) Drug 1: C1CN1P(=S)(N2CC2)N3CC3. Drug 2: C1CC(=O)NC(=O)C1N2C(=O)C3=CC=CC=C3C2=O. Cell line: HOP-62. Synergy scores: CSS=22.5, Synergy_ZIP=-1.88, Synergy_Bliss=1.60, Synergy_Loewe=-12.1, Synergy_HSA=-2.50. (8) Cell line: NCI-H522. Drug 1: C1=NC2=C(N=C(N=C2N1C3C(C(C(O3)CO)O)F)Cl)N. Drug 2: CC1=C(N=C(N=C1N)C(CC(=O)N)NCC(C(=O)N)N)C(=O)NC(C(C2=CN=CN2)OC3C(C(C(C(O3)CO)O)O)OC4C(C(C(C(O4)CO)O)OC(=O)N)O)C(=O)NC(C)C(C(C)C(=O)NC(C(C)O)C(=O)NCCC5=NC(=CS5)C6=NC(=CS6)C(=O)NCCC[S+](C)C)O. Synergy scores: CSS=23.1, Synergy_ZIP=-7.52, Synergy_Bliss=-2.34, Synergy_Loewe=-0.0188, Synergy_HSA=0.361. (9) Drug 1: CC12CCC(CC1=CCC3C2CCC4(C3CC=C4C5=CN=CC=C5)C)O. Cell line: SF-268. Synergy scores: CSS=-5.21, Synergy_ZIP=1.96, Synergy_Bliss=-4.82, Synergy_Loewe=-14.5, Synergy_HSA=-9.68. Drug 2: CC1=CC2C(CCC3(C2CCC3(C(=O)C)OC(=O)C)C)C4(C1=CC(=O)CC4)C. (10) Drug 1: C1CCC(C1)C(CC#N)N2C=C(C=N2)C3=C4C=CNC4=NC=N3. Drug 2: COC1=NC(=NC2=C1N=CN2C3C(C(C(O3)CO)O)O)N. Cell line: HCT-15. Synergy scores: CSS=0.0615, Synergy_ZIP=1.95, Synergy_Bliss=2.57, Synergy_Loewe=-0.659, Synergy_HSA=0.105.